This data is from Aqueous solubility values for 9,982 compounds from the AqSolDB database. The task is: Regression/Classification. Given a drug SMILES string, predict its absorption, distribution, metabolism, or excretion properties. Task type varies by dataset: regression for continuous measurements (e.g., permeability, clearance, half-life) or binary classification for categorical outcomes (e.g., BBB penetration, CYP inhibition). For this dataset (solubility_aqsoldb), we predict Y. (1) The compound is O=S(=O)(O)c1ncc[nH]1. The Y is -0.300 log mol/L. (2) The Y is -2.58 log mol/L. The drug is Cc1c(C(=O)O)c(O)cc2c1C(=O)c1c(O)c([C@H]3O[C@H](CO)[C@@H](O)[C@H](O)[C@H]3O)c(O)c(O)c1C2=O. (3) The drug is O=S1OCCO1. The Y is 0.221 log mol/L. (4) The molecule is CCCCCCC(C(C)O)n1cnc2c(N)ncnc21. The Y is -2.25 log mol/L. (5) The compound is CCCCCCCCCCCCCC(=O)[O-].[Li+]. The Y is -6.71 log mol/L. (6) The compound is NC(CO)CO. The Y is 0.974 log mol/L. (7) The drug is CC(C)CCCCCCCOC(=O)CCCCCCCCC(=O)OCCCCCCCC(C)C. The Y is -7.25 log mol/L.